From a dataset of Forward reaction prediction with 1.9M reactions from USPTO patents (1976-2016). Predict the product of the given reaction. (1) Given the reactants CCOC(C)=O.O1CCCCC1[O:13][NH:14][C:15]([C:17]1([S:26]([C:29]2[CH:34]=[CH:33][C:32]([C:35]3[CH:40]=[N:39][C:38]([CH2:41][CH2:42][C:43]([F:49])([F:48])[C:44]([F:47])([F:46])[F:45])=[CH:37][N:36]=3)=[CH:31][CH:30]=2)(=[O:28])=[O:27])[CH2:22][CH2:21][N:20]([CH:23]2[CH2:25][CH2:24]2)[CH2:19][CH2:18]1)=[O:16].[ClH:50].C1(N2CCC(S(C3C=CC(C4C=CC(OC(F)(F)C(F)F)=CC=4)=CC=3)(=O)=O)(C(NOC3CCCCO3)=O)CC2)CC1, predict the reaction product. The product is: [ClH:50].[ClH:50].[CH:23]1([N:20]2[CH2:21][CH2:22][C:17]([S:26]([C:29]3[CH:30]=[CH:31][C:32]([C:35]4[CH:40]=[N:39][C:38]([CH2:41][CH2:42][C:43]([F:48])([F:49])[C:44]([F:47])([F:45])[F:46])=[CH:37][N:36]=4)=[CH:33][CH:34]=3)(=[O:28])=[O:27])([C:15]([NH:14][OH:13])=[O:16])[CH2:18][CH2:19]2)[CH2:24][CH2:25]1. (2) Given the reactants [OH:1][C:2]1[CH:10]=[CH:9][CH:8]=[C:7]2[C:3]=1[CH:4]=[CH:5][NH:6]2.[C:11]([O:15][C:16]([N:18]1[CH2:22][CH2:21][CH2:20][C@@H:19]1[CH2:23]O)=[O:17])([CH3:14])([CH3:13])[CH3:12].C1(P(C2C=CC=CC=2)C2C=CC=CC=2)C=CC=CC=1.N(C(OCC)=O)=NC(OCC)=O, predict the reaction product. The product is: [NH:6]1[C:7]2[C:3](=[C:2]([O:1][CH2:23][C@H:19]3[CH2:20][CH2:21][CH2:22][N:18]3[C:16]([O:15][C:11]([CH3:12])([CH3:14])[CH3:13])=[O:17])[CH:10]=[CH:9][CH:8]=2)[CH:4]=[CH:5]1. (3) Given the reactants Cl.[CH2:2]1[C:8]2[C:9]3[CH:15]=[CH:14][C:13]([N:16]4[CH:21]=[CH:20][C:19]([O:22][CH2:23][C:24]5[CH:29]=[CH:28][CH:27]=[C:26]([C:30]([F:33])([F:32])[F:31])[N:25]=5)=[CH:18][C:17]4=[O:34])=[CH:12][C:10]=3[O:11][C:7]=2[CH2:6][CH2:5][CH2:4][NH:3]1.[C:35](O)(=O)[CH3:36].Cl[CH2:40]Cl, predict the reaction product. The product is: [CH:35]([N:3]1[CH2:4][CH2:5][CH2:6][C:7]2[O:11][C:10]3[CH:12]=[C:13]([N:16]4[CH:21]=[CH:20][C:19]([O:22][CH2:23][C:24]5[CH:29]=[CH:28][CH:27]=[C:26]([C:30]([F:32])([F:33])[F:31])[N:25]=5)=[CH:18][C:17]4=[O:34])[CH:14]=[CH:15][C:9]=3[C:8]=2[CH2:2]1)([CH3:36])[CH3:40]. (4) Given the reactants [Cl:1][C:2]1[CH:3]=[C:4]([NH:9][C:10]([C:12]2[C:16]([CH2:17][O:18][Si:19]([CH:26]([CH3:28])[CH3:27])([CH:23]([CH3:25])[CH3:24])[CH:20]([CH3:22])[CH3:21])=[N:15][O:14][N:13]=2)=[S:11])[CH:5]=[CH:6][C:7]=1[F:8].[CH:29](N(CC)C(C)C)(C)C.FC(F)(F)S(OC)(=O)=O, predict the reaction product. The product is: [Cl:1][C:2]1[CH:3]=[C:4]([N:9]=[C:10]([C:12]2[C:16]([CH2:17][O:18][Si:19]([CH:23]([CH3:25])[CH3:24])([CH:26]([CH3:28])[CH3:27])[CH:20]([CH3:21])[CH3:22])=[N:15][O:14][N:13]=2)[S:11][CH3:29])[CH:5]=[CH:6][C:7]=1[F:8]. (5) Given the reactants [Cl:1][C:2]1[N:7]=[CH:6][C:5]([C:8]([O:10][CH3:11])=[O:9])=[CH:4][C:3]=1[N+:12]([O-])=O.[Sn](Cl)Cl, predict the reaction product. The product is: [NH2:12][C:3]1[C:2]([Cl:1])=[N:7][CH:6]=[C:5]([CH:4]=1)[C:8]([O:10][CH3:11])=[O:9].